This data is from Catalyst prediction with 721,799 reactions and 888 catalyst types from USPTO. The task is: Predict which catalyst facilitates the given reaction. (1) Reactant: [H-].[Na+].[NH:3]1[CH:7]=[CH:6][N:5]=[CH:4]1.[CH3:8][Si:9]([CH3:16])([CH3:15])[CH2:10][CH2:11][O:12][CH2:13]Cl. Product: [CH3:8][Si:9]([CH3:16])([CH3:15])[CH2:10][CH2:11][O:12][CH2:13][N:3]1[CH:7]=[CH:6][N:5]=[CH:4]1. The catalyst class is: 7. (2) Product: [O:14]1[C:15]2([CH2:20][CH2:19][CH:18]([C:33]#[N:34])[CH2:17][CH2:16]2)[O:22][CH2:12][CH2:13]1. The catalyst class is: 762. Reactant: CC(C)([O-])C.[K+].C(O)(C)(C)C.[CH2:12]1[O:22][C:15]2([CH2:20][CH2:19][C:18](=O)[CH2:17][CH2:16]2)[O:14][CH2:13]1.S([CH2:33][N+:34]#[C-])(C1C=CC(C)=CC=1)(=O)=O. (3) Reactant: CS([O:5][CH2:6][CH2:7][C:8]1[CH:13]=[CH:12][C:11]([O:14][CH2:15][C:16]([N:18]([CH2:26][C:27]2[CH:32]=[CH:31][C:30]([F:33])=[CH:29][C:28]=2[F:34])[CH2:19][CH2:20][CH2:21][CH2:22][CH2:23][CH2:24][CH3:25])=[O:17])=[C:10]([O:35][CH3:36])[CH:9]=1)(=O)=O.[CH3:37][O:38][C:39](=[O:47])[C:40]1[CH:45]=[CH:44][CH:43]=[CH:42][C:41]=1O.C(=O)([O-])[O-].[K+].[K+]. Product: [F:34][C:28]1[CH:29]=[C:30]([F:33])[CH:31]=[CH:32][C:27]=1[CH2:26][N:18]([CH2:19][CH2:20][CH2:21][CH2:22][CH2:23][CH2:24][CH3:25])[C:16](=[O:17])[CH2:15][O:14][C:11]1[CH:12]=[CH:13][C:8]([CH2:7][CH2:6][O:5][C:41]2[CH:42]=[CH:43][CH:44]=[CH:45][C:40]=2[C:39]([O:38][CH3:37])=[O:47])=[CH:9][C:10]=1[O:35][CH3:36]. The catalyst class is: 10. (4) Reactant: [OH-].[Na+].[CH3:3][O:4][C:5]1[CH:6]=[C:7]([CH2:13][CH2:14][O:15][C:16]2[N:21]=[C:20]([C:22]3[CH:23]=[C:24]([CH:30]=[CH:31][CH:32]=3)[C:25]([O:27]CC)=[O:26])[CH:19]=[CH:18][N:17]=2)[CH:8]=[CH:9][C:10]=1[O:11][CH3:12]. Product: [CH3:3][O:4][C:5]1[CH:6]=[C:7]([CH2:13][CH2:14][O:15][C:16]2[N:21]=[C:20]([C:22]3[CH:23]=[C:24]([CH:30]=[CH:31][CH:32]=3)[C:25]([OH:27])=[O:26])[CH:19]=[CH:18][N:17]=2)[CH:8]=[CH:9][C:10]=1[O:11][CH3:12]. The catalyst class is: 8. (5) Reactant: [F:1][C:2]([F:19])([F:18])[C:3]1[CH:4]=[C:5]([CH:13]([OH:17])[C:14]([OH:16])=[O:15])[CH:6]=[C:7]([C:9]([F:12])([F:11])[F:10])[CH:8]=1.CO.[CH3:22][Si](C=[N+]=[N-])(C)C. Product: [F:1][C:2]([F:18])([F:19])[C:3]1[CH:4]=[C:5]([CH:13]([OH:17])[C:14]([O:16][CH3:22])=[O:15])[CH:6]=[C:7]([C:9]([F:12])([F:11])[F:10])[CH:8]=1. The catalyst class is: 48. (6) Reactant: [Cl:1][C:2]1[C:3]([O:12][C:13]2[CH:18]=[C:17]([O:19][CH2:20][CH2:21][O:22][CH3:23])[CH:16]=[CH:15][C:14]=2/[CH:24]=[CH:25]/[CH2:26][OH:27])=[N:4][CH:5]=[C:6]([C:8]([F:11])([F:10])[F:9])[CH:7]=1.Cl[S:29]([N:32]=[C:33]=[O:34])(=[O:31])=[O:30].[NH2:35][CH2:36][CH2:37][C:38]1[CH:43]=[CH:42][CH:41]=[CH:40][N:39]=1.Cl. Product: [N:39]1[CH:40]=[CH:41][CH:42]=[CH:43][C:38]=1[CH2:37][CH2:36][NH:35][S:29]([NH:32][C:33](=[O:34])[O:27][CH2:26]/[CH:25]=[CH:24]/[C:14]1[CH:15]=[CH:16][C:17]([O:19][CH2:20][CH2:21][O:22][CH3:23])=[CH:18][C:13]=1[O:12][C:3]1[C:2]([Cl:1])=[CH:7][C:6]([C:8]([F:9])([F:11])[F:10])=[CH:5][N:4]=1)(=[O:31])=[O:30]. The catalyst class is: 852. (7) Reactant: [F:1][C:2]([F:12])([F:11])[C:3](=O)[CH2:4][C:5](OCC)=[O:6].[NH2:13][NH2:14].O.[ClH:16]. Product: [ClH:16].[OH:6][C:5]1[NH:14][N:13]=[C:3]([C:2]([F:12])([F:11])[F:1])[CH:4]=1. The catalyst class is: 8.